The task is: Regression. Given two drug SMILES strings and cell line genomic features, predict the synergy score measuring deviation from expected non-interaction effect.. This data is from NCI-60 drug combinations with 297,098 pairs across 59 cell lines. Drug 1: CC1=CC=C(C=C1)C2=CC(=NN2C3=CC=C(C=C3)S(=O)(=O)N)C(F)(F)F. Drug 2: C1CN1P(=S)(N2CC2)N3CC3. Cell line: T-47D. Synergy scores: CSS=-2.62, Synergy_ZIP=-0.151, Synergy_Bliss=-1.94, Synergy_Loewe=-11.7, Synergy_HSA=-6.77.